Predict the product of the given reaction. From a dataset of Forward reaction prediction with 1.9M reactions from USPTO patents (1976-2016). Given the reactants [CH:1](=O)[CH2:2][CH2:3][CH3:4].[NH2:6][C:7]1[C:8](=[O:13])[NH:9][CH:10]=[CH:11][CH:12]=1.P(O)(OC1C=CC=CC=1)(OC1C=CC=CC=1)=O.[CH:31](/[NH:34][C:35](=[O:44])[O:36][CH2:37][C:38]1[CH:43]=[CH:42][CH:41]=[CH:40][CH:39]=1)=[CH:32]\[CH3:33], predict the reaction product. The product is: [CH3:33][C@@H:32]1[C@@H:31]([NH:34][C:35](=[O:44])[O:36][CH2:37][C:38]2[CH:39]=[CH:40][CH:41]=[CH:42][CH:43]=2)[C:12]2[CH:11]=[CH:10][NH:9][C:8](=[O:13])[C:7]=2[NH:6][C@H:1]1[CH2:2][CH2:3][CH3:4].